Predict the reaction yield, written as a fraction of the theoretical maximum amount of product (1.0 means a 100% yield; for example, 0.34 means a 34% yield). From a dataset of Reaction yield outcomes from USPTO patents with 853,638 reactions. The reactants are [Br:1][C:2]1[C:10]([F:11])=[CH:9][C:5]([C:6]([OH:8])=[O:7])=[C:4](F)[CH:3]=1.[NH2:13][NH2:14].[ClH:15]. The catalyst is CN1CCCC1=O. The product is [ClH:15].[Br:1][C:2]1[C:10]([F:11])=[CH:9][C:5]([C:6]([OH:8])=[O:7])=[C:4]([NH:13][NH2:14])[CH:3]=1. The yield is 0.440.